From a dataset of Full USPTO retrosynthesis dataset with 1.9M reactions from patents (1976-2016). Predict the reactants needed to synthesize the given product. (1) Given the product [CH2:1]([NH:3][C:4]([NH:6][C:7]1[N:12]=[CH:11][C:10]([C:13]2[CH:14]=[N:15][CH:16]=[C:17]([C:19]3[O:20][C:21](=[O:24])[NH:22][N:23]=3)[CH:18]=2)=[C:9]([C:25]2[CH:38]=[N:35][N:54]([CH2:52][CH2:53][N:27]3[CH2:28][CH2:34][O:51][CH2:33][CH2:32]3)[CH:26]=2)[CH:8]=1)=[O:5])[CH3:2], predict the reactants needed to synthesize it. The reactants are: [CH2:1]([NH:3][C:4]([NH:6][C:7]1[N:12]=[CH:11][C:10]([C:13]2[CH:14]=[N:15][CH:16]=[C:17]([C:19]3[O:20][C:21](=[O:24])[NH:22][N:23]=3)[CH:18]=2)=[C:9]([C:25]#[CH:26])[CH:8]=1)=[O:5])[CH3:2].[N:27]1[C:32]([CH3:33])=CC=C[C:28]=1[CH3:34].[N:35]([CH2:38]C1C=CC=CC=1)=[N+]=[N-].CN1C(=[O:51])CCC1.[C:52](#[N:54])[CH3:53]. (2) Given the product [CH:36]1([CH2:39][C:40]([N:8]([O:17][CH3:18])[CH3:12])=[O:42])[CH2:38][CH2:37]1, predict the reactants needed to synthesize it. The reactants are: F[P-](F)(F)(F)(F)F.[N:8]1([O:17][C:18](N(C)C)=[N+](C)C)[C:12]2N=CC=CC=2N=N1.CONC.C(N(CC)CC)C.[CH:36]1([CH2:39][C:40]([OH:42])=O)[CH2:38][CH2:37]1. (3) Given the product [N+:9]([C:6]1[CH:7]=[CH:8][C:2]2[S:13][C:12]([SH:17])=[N:4][C:3]=2[CH:5]=1)([O-:11])=[O:10], predict the reactants needed to synthesize it. The reactants are: F[C:2]1[CH:8]=[CH:7][C:6]([N+:9]([O-:11])=[O:10])=[CH:5][C:3]=1[NH2:4].[C:12](=[S:17])(OCC)[S-:13].[K+].Cl. (4) Given the product [Cl:1][C:2]1[CH:19]=[CH:18][CH:17]=[CH:16][C:3]=1[C:4]([C:6]1[CH:15]=[CH:14][C:9]2[N:10]([CH2:27][CH2:28][O:29][C:30]3[CH:31]=[CH:32][C:33]([CH:34]=[C:35]([C:40]([O:42][CH3:43])=[O:41])[C:36]([O:38][CH3:39])=[O:37])=[CH:44][CH:45]=3)[C:11](=[O:13])[S:12][C:8]=2[CH:7]=1)=[O:5], predict the reactants needed to synthesize it. The reactants are: [Cl:1][C:2]1[CH:19]=[CH:18][CH:17]=[CH:16][C:3]=1[C:4]([C:6]1[CH:15]=[CH:14][C:9]2[NH:10][C:11](=[O:13])[S:12][C:8]=2[CH:7]=1)=[O:5].C(=O)([O-])[O-].[K+].[K+].Cl[CH2:27][CH2:28][O:29][C:30]1[CH:45]=[CH:44][C:33]([CH:34]=[C:35]([C:40]([O:42][CH3:43])=[O:41])[C:36]([O:38][CH3:39])=[O:37])=[CH:32][CH:31]=1. (5) Given the product [CH3:11][N:10]1[C:4]2[CH:3]=[C:2]([C:20]3[CH:19]=[CH:18][N:17]=[C:16]([CH3:15])[CH:21]=3)[N:7]=[CH:6][C:5]=2[C:8]([CH3:14])([CH3:13])[C:9]1=[O:12], predict the reactants needed to synthesize it. The reactants are: Cl[C:2]1[N:7]=[CH:6][C:5]2[C:8]([CH3:14])([CH3:13])[C:9](=[O:12])[N:10]([CH3:11])[C:4]=2[CH:3]=1.[CH3:15][C:16]1[CH:21]=[C:20](B(O)O)[CH:19]=[CH:18][N:17]=1.